Dataset: CYP2D6 inhibition data for predicting drug metabolism from PubChem BioAssay. Task: Regression/Classification. Given a drug SMILES string, predict its absorption, distribution, metabolism, or excretion properties. Task type varies by dataset: regression for continuous measurements (e.g., permeability, clearance, half-life) or binary classification for categorical outcomes (e.g., BBB penetration, CYP inhibition). Dataset: cyp2d6_veith. The molecule is Cc1cc(C)c(NC(=O)CS(=O)CC(=O)NCCCc2ccccc2)c(C)c1. The result is 0 (non-inhibitor).